Dataset: Forward reaction prediction with 1.9M reactions from USPTO patents (1976-2016). Task: Predict the product of the given reaction. (1) Given the reactants [CH3:1][O:2][C:3]1[CH:4]=[C:5]2[C:10](=[CH:11][C:12]=1[O:13][CH3:14])[N:9]=[CH:8][CH:7]=[C:6]2[O:15][C:16]1[C:22]([CH3:23])=[CH:21][C:19]([NH2:20])=[C:18]([CH3:24])[CH:17]=1.[CH3:25][O:26][C:27]1[CH:32]=[CH:31][C:30]([N:33]=[C:34]=[O:35])=[CH:29][CH:28]=1, predict the reaction product. The product is: [CH3:1][O:2][C:3]1[CH:4]=[C:5]2[C:10](=[CH:11][C:12]=1[O:13][CH3:14])[N:9]=[CH:8][CH:7]=[C:6]2[O:15][C:16]1[C:22]([CH3:23])=[CH:21][C:19]([NH:20][C:34]([NH:33][C:30]2[CH:31]=[CH:32][C:27]([O:26][CH3:25])=[CH:28][CH:29]=2)=[O:35])=[C:18]([CH3:24])[CH:17]=1. (2) Given the reactants [CH3:1][O:2][C:3]1[CH:4]=[C:5]([C:8]([O:11][CH2:12][C:13]2[C:14]([C:19]3[N:23](C4CCCCO4)[N:22]=[CH:21][C:20]=3[CH3:30])=[N:15][CH:16]=[CH:17][CH:18]=2)=[CH:9][N:10]=1)[CH:6]=[O:7].Cl, predict the reaction product. The product is: [CH3:1][O:2][C:3]1[CH:4]=[C:5]([C:8]([O:11][CH2:12][C:13]2[C:14]([C:19]3[NH:23][N:22]=[CH:21][C:20]=3[CH3:30])=[N:15][CH:16]=[CH:17][CH:18]=2)=[CH:9][N:10]=1)[CH:6]=[O:7]. (3) Given the reactants [C:1]([O:5][C:6]([N:8]1[CH2:12][C@@:11]([F:24])([CH2:13][N:14]([CH3:23])[C:15]([O:17][CH2:18][C:19]([Cl:22])([Cl:21])[Cl:20])=[O:16])[CH2:10][C@H:9]1[C:25](=[O:36])NCC1C=CC=C(Cl)C=1F)=[O:7])([CH3:4])([CH3:3])[CH3:2].[OH-].[Na+].Cl[C:40]1[C:41](F)=[C:42]([CH2:46]N)[CH:43]=[CH:44][CH:45]=1.CN(C([O:56]N1N=NC2C=CC=CC1=2)=[N+](C)C)C.F[P-](F)(F)(F)(F)F.CCN(C(C)C)C(C)C, predict the reaction product. The product is: [C:1]([O:5][C:6]([N:8]1[CH2:12][C@@:11]([F:24])([CH2:13][N:14]([CH3:23])[C:15]([O:17][CH2:18][C:19]([Cl:20])([Cl:22])[Cl:21])=[O:16])[CH2:10][C@H:9]1[C:25]([O:56][CH2:46][C:42]1[CH:43]=[CH:44][CH:45]=[CH:40][CH:41]=1)=[O:36])=[O:7])([CH3:3])([CH3:4])[CH3:2].